From a dataset of Cav3 T-type calcium channel HTS with 100,875 compounds. Binary Classification. Given a drug SMILES string, predict its activity (active/inactive) in a high-throughput screening assay against a specified biological target. (1) The compound is S(=O)(=O)(Cc1cc(ccc1)C)c1oc(nn1)C(NC(OC(C)(C)C)=O)Cc1ccccc1. The result is 0 (inactive). (2) The drug is FC(F)(F)c1cc(NC(=O)N2CCC(CC2)c2onc(n2)c2ccc(F)cc2)ccc1. The result is 1 (active). (3) The drug is s1cc(nc1C)c1c(/[nH]cnc1)=C1\C(=O)C=C(OC)C=C1. The result is 0 (inactive). (4) The drug is ClC=1CC2C(CC1)C(=O)N(C2=O)CC1OCc2c(C1)cccc2. The result is 0 (inactive).